This data is from Forward reaction prediction with 1.9M reactions from USPTO patents (1976-2016). The task is: Predict the product of the given reaction. (1) The product is: [CH2:26]([N:28]1[CH:32]=[C:31]([CH2:33][C:34]([OH:36])=[O:35])[C:30]([O:14][CH2:13][CH2:12][CH2:11][C:8]2[CH:9]=[CH:10][C:5]([O:4][CH:1]([CH3:3])[CH3:2])=[CH:6][C:7]=2[O:15][C:16]2[CH:21]=[CH:20][C:19]([C:22]([F:25])([F:23])[F:24])=[CH:18][N:17]=2)=[N:29]1)[CH3:27]. Given the reactants [CH:1]([O:4][C:5]1[CH:10]=[CH:9][C:8]([CH2:11][CH2:12][CH2:13][OH:14])=[C:7]([O:15][C:16]2[CH:21]=[CH:20][C:19]([C:22]([F:25])([F:24])[F:23])=[CH:18][N:17]=2)[CH:6]=1)([CH3:3])[CH3:2].[CH2:26]([N:28]1[CH:32]=[C:31]([CH2:33][C:34]([O:36]C)=[O:35])[C:30](O)=[N:29]1)[CH3:27].C(P(CCCC)CCCC)CCC.N(C(N1CCCCC1)=O)=NC(N1CCCCC1)=O.O1CCCC1CO.[OH-].[Na+].Cl, predict the reaction product. (2) Given the reactants [CH3:1][O:2][C:3]([NH:5][C:6]1[NH:7][C:8]2[CH:9]=[CH:10][CH:11]=[CH:12][C:13]=2[N:14]=1)=[O:4].C1C=C(C2NC3C(=CC=CC=3)N=2)C(Cl)=CC=1.COC(NC1[N:44]([C:45](NCCCCCC#N)=[O:46])[C:43]2C(=C[CH:40]=[CH:41][CH:42]=2)N=1)=O.CCOCCOCCOC(NC1NC2C(=CC=CC=2)N=1)=O.C1C=CC2N=C(C3OC=CC=3)NC=2C=1.COC(NC1N(C(NCCSC)=O)C2C(=CC=CC=2)N=1)=O.CC1N(C2NC3C(=CC=CC=3)N=2)N=C(C)C=1.C1C=CC2N=C(C3N=CSC=3)NC=2C=1, predict the reaction product. The product is: [CH3:40][CH2:41][CH2:42][CH2:43][NH:44][C:45]([N:14]1[C:6]([NH:5][C:3]([O:2][CH3:1])=[O:4])=[N:7][C:8]2[CH:9]=[CH:10][CH:11]=[CH:12][C:13]1=2)=[O:46]. (3) Given the reactants [BH4-].[Na+].C(O)C.[Cl-].[Ca+2].[Cl-].[CH3:9][O:10][CH2:11][CH2:12][CH2:13][CH2:14][N:15]1[C:19]2[CH:20]=[CH:21][CH:22]=[CH:23][C:18]=2[N:17]=[C:16]1[C:24]([N:26]([CH2:44][CH:45]([CH3:47])[CH3:46])[C@@H:27]1[CH2:32][N:31]([C:33]([O:35][C:36]([CH3:39])([CH3:38])[CH3:37])=[O:34])[CH2:30][C@H:29]([C:40](OC)=[O:41])[CH2:28]1)=[O:25], predict the reaction product. The product is: [OH:41][CH2:40][C@@H:29]1[CH2:28][C@H:27]([N:26]([C:24]([C:16]2[N:15]([CH2:14][CH2:13][CH2:12][CH2:11][O:10][CH3:9])[C:19]3[CH:20]=[CH:21][CH:22]=[CH:23][C:18]=3[N:17]=2)=[O:25])[CH2:44][CH:45]([CH3:47])[CH3:46])[CH2:32][N:31]([C:33]([O:35][C:36]([CH3:38])([CH3:37])[CH3:39])=[O:34])[CH2:30]1. (4) The product is: [N:33]1[CH:38]=[CH:37][CH:36]=[CH:35][C:34]=1[CH2:39][O:25][C:24]([C:6]1[N:7]([CH2:13][C:14]2[CH:15]=[CH:16][C:17]([S:20]([CH3:23])(=[O:21])=[O:22])=[CH:18][CH:19]=2)[C:8](=[O:12])[C:9]2[C:4]([C:5]=1[C:27]1[CH:28]=[CH:29][CH:30]=[CH:31][CH:32]=1)=[CH:3][C:2]([Br:1])=[CH:11][CH:10]=2)=[O:26]. Given the reactants [Br:1][C:2]1[CH:3]=[C:4]2[C:9](=[CH:10][CH:11]=1)[C:8](=[O:12])[N:7]([CH2:13][C:14]1[CH:19]=[CH:18][C:17]([S:20]([CH3:23])(=[O:22])=[O:21])=[CH:16][CH:15]=1)[C:6]([C:24]([OH:26])=[O:25])=[C:5]2[C:27]1[CH:32]=[CH:31][CH:30]=[CH:29][CH:28]=1.[N:33]1[CH:38]=[CH:37][CH:36]=[CH:35][C:34]=1[CH2:39]O, predict the reaction product. (5) Given the reactants C[O:2][C:3]([C:5]1[CH:14]=[C:13]([O:15][CH2:16][C:17](=[O:28])[NH:18][CH2:19][C:20]2[CH:25]=[CH:24][CH:23]=[C:22]([CH2:26][OH:27])[CH:21]=2)[C:12]2[C:7](=[CH:8][C:9]([Cl:30])=[CH:10][C:11]=2[Cl:29])[CH:6]=1)=[O:4].[Li+].[OH-], predict the reaction product. The product is: [Cl:29][C:11]1[CH:10]=[C:9]([Cl:30])[CH:8]=[C:7]2[C:12]=1[C:13]([O:15][CH2:16][C:17](=[O:28])[NH:18][CH2:19][C:20]1[CH:25]=[CH:24][CH:23]=[C:22]([CH2:26][OH:27])[CH:21]=1)=[CH:14][C:5]([C:3]([OH:4])=[O:2])=[CH:6]2. (6) Given the reactants [NH:1]1[CH2:6][CH2:5][CH:4]([NH:7][C:8]([C:10]2[C:14]3[N:15]=[CH:16][N:17]=[C:18]([C:19]4[CH:24]=[C:23]([O:25][CH3:26])[CH:22]=[CH:21][C:20]=4[O:27][CH2:28][CH:29]4[CH2:31][CH2:30]4)[C:13]=3[NH:12][CH:11]=2)=[O:9])[CH2:3][CH2:2]1.[CH:32]1([C:35](Cl)=[O:36])[CH2:34][CH2:33]1, predict the reaction product. The product is: [CH:32]1([C:35]([N:1]2[CH2:2][CH2:3][CH:4]([NH:7][C:8]([C:10]3[C:14]4[N:15]=[CH:16][N:17]=[C:18]([C:19]5[CH:24]=[C:23]([O:25][CH3:26])[CH:22]=[CH:21][C:20]=5[O:27][CH2:28][CH:29]5[CH2:30][CH2:31]5)[C:13]=4[NH:12][CH:11]=3)=[O:9])[CH2:5][CH2:6]2)=[O:36])[CH2:34][CH2:33]1. (7) Given the reactants Cl[C:2]1[N:7]=[C:6]([NH:8][C:9]2[CH:10]=[C:11]3[C:15](=[CH:16][CH:17]=2)[NH:14][N:13]=[CH:12]3)[C:5]([CH3:18])=[C:4]([CH3:19])[N:3]=1.[CH3:20][O:21][C:22]1[CH:23]=[C:24]2[C:28](=[CH:29][CH:30]=1)[CH2:27][NH:26][CH2:25]2.C([O-])([O-])=O.[K+].[K+], predict the reaction product. The product is: [CH3:20][O:21][C:22]1[CH:23]=[C:24]2[C:28](=[CH:29][CH:30]=1)[CH2:27][N:26]([C:2]1[N:7]=[C:6]([NH:8][C:9]3[CH:10]=[C:11]4[C:15](=[CH:16][CH:17]=3)[NH:14][N:13]=[CH:12]4)[C:5]([CH3:18])=[C:4]([CH3:19])[N:3]=1)[CH2:25]2. (8) Given the reactants Cl.[NH2:2][C:3]1[C:4]([C:13]([NH:15][C@@H:16]([CH:21]2[CH2:26][CH2:25][CH2:24][CH2:23][CH2:22]2)[C:17]([O:19][CH3:20])=[O:18])=[O:14])=[CH:5][C:6]2[C:11]([CH:12]=1)=[CH:10][CH:9]=[CH:8][CH:7]=2.[Cl:27][C:28]1[CH:33]=[C:32]([Cl:34])[CH:31]=[C:30]([Cl:35])[C:29]=1[N:36]=[C:37]=[O:38], predict the reaction product. The product is: [CH:21]1([C@H:16]([NH:15][C:13]([C:4]2[C:3]([NH:2][C:37]([NH:36][C:29]3[C:30]([Cl:35])=[CH:31][C:32]([Cl:34])=[CH:33][C:28]=3[Cl:27])=[O:38])=[CH:12][C:11]3[C:6](=[CH:7][CH:8]=[CH:9][CH:10]=3)[CH:5]=2)=[O:14])[C:17]([O:19][CH3:20])=[O:18])[CH2:26][CH2:25][CH2:24][CH2:23][CH2:22]1.